This data is from Reaction yield outcomes from USPTO patents with 853,638 reactions. The task is: Predict the reaction yield, written as a fraction of the theoretical maximum amount of product (1.0 means a 100% yield; for example, 0.34 means a 34% yield). The reactants are C([NH:5][S:6]([C:9]1[CH:10]=[C:11]([C:15]2[CH:20]=[CH:19][CH:18]=[C:17]([C:21]3[N:26]=[C:25]([C:27]4[CH:32]=[CH:31][C:30]([Cl:33])=[CH:29][C:28]=4[Cl:34])[CH:24]=[C:23]([C:35]([F:38])([F:37])[F:36])[N:22]=3)[CH:16]=2)[CH:12]=[CH:13][CH:14]=1)(=[O:8])=[O:7])(C)(C)C.C(O)(C(F)(F)F)=O. The catalyst is ClCCl. The product is [Cl:34][C:28]1[CH:29]=[C:30]([Cl:33])[CH:31]=[CH:32][C:27]=1[C:25]1[CH:24]=[C:23]([C:35]([F:36])([F:37])[F:38])[N:22]=[C:21]([C:17]2[CH:16]=[C:15]([C:11]3[CH:12]=[CH:13][CH:14]=[C:9]([S:6]([NH2:5])(=[O:7])=[O:8])[CH:10]=3)[CH:20]=[CH:19][CH:18]=2)[N:26]=1. The yield is 0.480.